Dataset: Reaction yield outcomes from USPTO patents with 853,638 reactions. Task: Predict the reaction yield, written as a fraction of the theoretical maximum amount of product (1.0 means a 100% yield; for example, 0.34 means a 34% yield). (1) The reactants are [Cl:1][C:2]1[CH:3]=[C:4]2[C:12](=[C:13]([NH:15][C:16]([CH:18]3[N:23]([CH2:24][C:25]([OH:27])=O)[CH2:22][C:21]([CH3:29])([CH3:28])[O:20][CH2:19]3)=[O:17])[CH:14]=1)[NH:11][C:10]1[CH:9]=[N:8][CH:7]=[CH:6][C:5]2=1.Cl.[NH2:31][C@H:32]1[CH2:37][CH2:36][C@H:35]([OH:38])[CH2:34][CH2:33]1.C(N(C(C)C)CC)(C)C.C(Cl)CCl. The catalyst is N1C=CC=CC=1.O. The product is [Cl:1][C:2]1[CH:3]=[C:4]2[C:12](=[C:13]([NH:15][C:16]([CH:18]3[CH2:19][O:20][C:21]([CH3:29])([CH3:28])[CH2:22][N:23]3[CH2:24][C:25](=[O:27])[NH:31][C@H:32]3[CH2:37][CH2:36][C@H:35]([OH:38])[CH2:34][CH2:33]3)=[O:17])[CH:14]=1)[NH:11][C:10]1[CH:9]=[N:8][CH:7]=[CH:6][C:5]2=1. The yield is 0.590. (2) The reactants are [C:1]([O:5][C:6](=[O:15])[CH2:7]/[N:8]=[CH:9]/[CH2:10][C:11]([CH3:14])([CH3:13])[CH3:12])([CH3:4])([CH3:3])[CH3:2].[Cl:16][C:17]1[CH:18]=[C:19](/[CH:23]=[C:24](/[C:27]2[CH:28]=[N:29][CH:30]=[CH:31][CH:32]=2)\[C:25]#[N:26])[CH:20]=[CH:21][CH:22]=1.C(N(CC)CC)C. The catalyst is ClCCCl. The product is [C:1]([O:5][C:6]([CH:7]1[CH:23]([C:19]2[CH:20]=[CH:21][CH:22]=[C:17]([Cl:16])[CH:18]=2)[C:24]([C:25]#[N:26])([C:27]2[CH:28]=[N:29][CH:30]=[CH:31][CH:32]=2)[CH:9]([CH2:10][C:11]([CH3:14])([CH3:13])[CH3:12])[NH:8]1)=[O:15])([CH3:4])([CH3:3])[CH3:2]. The yield is 0.490. (3) The reactants are [OH:1][C:2]1[C:3]([N+:8]([O-:10])=[O:9])=[N:4][CH:5]=[CH:6][CH:7]=1.C[O-].[Na+].[Br:14]Br. The catalyst is CO. The product is [Br:14][C:5]1[CH:6]=[CH:7][C:2]([OH:1])=[C:3]([N+:8]([O-:10])=[O:9])[N:4]=1. The yield is 0.960.